The task is: Predict the product of the given reaction.. This data is from Forward reaction prediction with 1.9M reactions from USPTO patents (1976-2016). (1) The product is: [CH2:1]([NH:8][C:9]1[N:14]2[N:15]=[CH:16][C:17]([Br:18])=[C:13]2[N:12]=[CH:11][C:10]=1[C:19]([N:32]1[CH2:31][CH2:30][N:29]([C:24]2[CH:25]=[CH:26][CH:27]=[CH:28][C:23]=2[Cl:22])[CH2:34][CH2:33]1)=[O:21])[C:2]1[CH:3]=[CH:4][CH:5]=[CH:6][CH:7]=1. Given the reactants [CH2:1]([NH:8][C:9]1[N:14]2[N:15]=[CH:16][C:17]([Br:18])=[C:13]2[N:12]=[CH:11][C:10]=1[C:19]([OH:21])=O)[C:2]1[CH:7]=[CH:6][CH:5]=[CH:4][CH:3]=1.[Cl:22][C:23]1[CH:28]=[CH:27][CH:26]=[CH:25][C:24]=1[N:29]1[CH2:34][CH2:33][NH:32][CH2:31][CH2:30]1, predict the reaction product. (2) Given the reactants [N:1]1[CH:6]=[CH:5][C:4]([CH:7]2[CH2:12][CH2:11][N:10]([C:13]([O:15][CH2:16][C:17]3[CH:22]=[CH:21][CH:20]=[CH:19][CH:18]=3)=[O:14])[CH2:9][CH2:8]2)=[CH:3][CH:2]=1.CO[N:25]=[C:26]([C:29]1[CH:34]=[CH:33][C:32]([F:35])=[CH:31][CH:30]=1)[CH2:27]Br.CC(C)([O-])C.[K+].C([O-])(O)=O.[Na+], predict the reaction product. The product is: [F:35][C:32]1[CH:33]=[CH:34][C:29]([C:26]2[N:25]=[C:2]3[CH:3]=[C:4]([CH:7]4[CH2:12][CH2:11][N:10]([C:13]([O:15][CH2:16][C:17]5[CH:18]=[CH:19][CH:20]=[CH:21][CH:22]=5)=[O:14])[CH2:9][CH2:8]4)[CH:5]=[CH:6][N:1]3[CH:27]=2)=[CH:30][CH:31]=1.